Task: Predict the reactants needed to synthesize the given product.. Dataset: Full USPTO retrosynthesis dataset with 1.9M reactions from patents (1976-2016) Given the product [CH2:1]([O:7][C:8](=[O:15])[C:9]1[CH:10]=[CH:11][CH:12]=[CH:13][CH:14]=1)[CH2:2][CH2:3][CH2:4][CH2:5][CH3:6], predict the reactants needed to synthesize it. The reactants are: [CH2:1]([O:7][C:8](=[O:15])[C:9]1[CH:14]=[CH:13][CH:12]=[CH:11][CH:10]=1)[CH2:2]/[CH:3]=[CH:4]\[CH2:5][CH3:6].[H][H].